The task is: Predict which catalyst facilitates the given reaction.. This data is from Catalyst prediction with 721,799 reactions and 888 catalyst types from USPTO. Reactant: [OH:1][C:2]1[C:7]([NH:8][C:9](=O)[C:10]2[CH:15]=[C:14]([CH3:16])[C:13]([O:17][CH3:18])=[C:12]([CH3:19])[CH:11]=2)=[C:6]([OH:21])[N:5]=[C:4]([S:22][CH3:23])[N:3]=1. Product: [CH3:18][O:17][C:13]1[C:12]([CH3:19])=[CH:11][C:10]([C:9]2[O:21][C:6]3[N:5]=[C:4]([S:22][CH3:23])[N:3]=[C:2]([OH:1])[C:7]=3[N:8]=2)=[CH:15][C:14]=1[CH3:16]. The catalyst class is: 286.